This data is from Reaction yield outcomes from USPTO patents with 853,638 reactions. The task is: Predict the reaction yield, written as a fraction of the theoretical maximum amount of product (1.0 means a 100% yield; for example, 0.34 means a 34% yield). The reactants are [NH2:1][C@@H:2]([CH3:18])[CH2:3][N:4]1[CH:8]=[CH:7][C:6]([C:9]2[CH:16]=[CH:15][C:12]([C:13]#[N:14])=[C:11]([Cl:17])[CH:10]=2)=[N:5]1.[S:19]1[CH:23]=[C:22]([C:24]([O-])=[O:25])[N:21]=[C:20]1[C:27]([O:29][CH2:30][CH3:31])=[O:28]. No catalyst specified. The product is [Cl:17][C:11]1[CH:10]=[C:9]([C:6]2[CH:7]=[CH:8][N:4]([CH2:3][C@@H:2]([NH:1][C:24]([C:22]3[N:21]=[C:20]([C:27]([O:29][CH2:30][CH3:31])=[O:28])[S:19][CH:23]=3)=[O:25])[CH3:18])[N:5]=2)[CH:16]=[CH:15][C:12]=1[C:13]#[N:14]. The yield is 0.820.